Dataset: Forward reaction prediction with 1.9M reactions from USPTO patents (1976-2016). Task: Predict the product of the given reaction. (1) Given the reactants [CH3:1][C:2]1[C:11]2[C:6](=[CH:7][C:8](N)=[CH:9][CH:10]=2)[CH:5]=[CH:4][N:3]=1.N([O-])=O.[Na+].[I-:17].[Na+], predict the reaction product. The product is: [I:17][C:8]1[CH:7]=[C:6]2[C:11](=[CH:10][CH:9]=1)[C:2]([CH3:1])=[N:3][CH:4]=[CH:5]2. (2) Given the reactants [Br:1][C:2]1[CH:3]=[C:4]([C:9]([CH:13]2[CH2:17][CH2:16][CH2:15][CH2:14]2)=[CH:10]OC)[C:5]([NH2:8])=[N:6][CH:7]=1.Cl(O)(=O)(=O)=O, predict the reaction product. The product is: [Br:1][C:2]1[CH:3]=[C:4]2[C:9]([CH:13]3[CH2:17][CH2:16][CH2:15][CH2:14]3)=[CH:10][NH:8][C:5]2=[N:6][CH:7]=1.